From a dataset of Reaction yield outcomes from USPTO patents with 853,638 reactions. Predict the reaction yield, written as a fraction of the theoretical maximum amount of product (1.0 means a 100% yield; for example, 0.34 means a 34% yield). (1) The product is [Br:1][C:2]1[CH:8]=[CH:7][C:5]([NH:6][NH2:10])=[C:4]([CH3:9])[CH:3]=1. The yield is 0.500. The catalyst is Cl.O. The reactants are [Br:1][C:2]1[CH:8]=[CH:7][C:5]([NH2:6])=[C:4]([CH3:9])[CH:3]=1.[N:10]([O-])=O.[Na+].Cl[Sn]Cl.[OH-].[Na+]. (2) The reactants are Br[C:2]1[CH:7]=[CH:6][C:5]([S:8]([NH:11][CH3:12])(=[O:10])=[O:9])=[CH:4][CH:3]=1.[NH2:13][C:14]1[CH:15]=[C:16](B(O)O)[CH:17]=[CH:18][CH:19]=1.C(=O)([O-])[O-].[K+].[K+].O. The catalyst is CN(C=O)C.C1C=CC([P]([Pd]([P](C2C=CC=CC=2)(C2C=CC=CC=2)C2C=CC=CC=2)([P](C2C=CC=CC=2)(C2C=CC=CC=2)C2C=CC=CC=2)[P](C2C=CC=CC=2)(C2C=CC=CC=2)C2C=CC=CC=2)(C2C=CC=CC=2)C2C=CC=CC=2)=CC=1. The product is [NH2:13][C:14]1[CH:19]=[C:18]([C:2]2[CH:7]=[CH:6][C:5]([S:8]([NH:11][CH3:12])(=[O:10])=[O:9])=[CH:4][CH:3]=2)[CH:17]=[CH:16][CH:15]=1. The yield is 0.500. (3) The reactants are Cl[C:2]1[N:7]=[C:6]([C:8]#[N:9])[CH:5]=[CH:4][N:3]=1.[NH2:10][CH:11]([CH2:24][CH:25]1[CH2:30][CH2:29][CH2:28][CH2:27][CH2:26]1)[C:12]([NH:14][C:15]1([C:22]#[N:23])[CH2:20][CH2:19][N:18]([CH3:21])[CH2:17][CH2:16]1)=[O:13].C(N(CC)C(C)C)(C)C. The catalyst is C(#N)C. The product is [C:22]([C:15]1([NH:14][C:12](=[O:13])[CH:11]([NH:10][C:2]2[N:7]=[C:6]([C:8]#[N:9])[CH:5]=[CH:4][N:3]=2)[CH2:24][CH:25]2[CH2:26][CH2:27][CH2:28][CH2:29][CH2:30]2)[CH2:16][CH2:17][N:18]([CH3:21])[CH2:19][CH2:20]1)#[N:23]. The yield is 0.520. (4) The reactants are COC(=O)[NH:4][C@H:5]1[C@@H:10]([CH3:11])[CH2:9][CH2:8][N:7]([CH2:12][C:13]2[CH:18]=[CH:17][CH:16]=[CH:15][CH:14]=2)[CH2:6]1.[OH-].[K+]. The catalyst is CO.O. The product is [CH2:12]([N:7]1[CH2:8][CH2:9][C@H:10]([CH3:11])[C@H:5]([NH2:4])[CH2:6]1)[C:13]1[CH:14]=[CH:15][CH:16]=[CH:17][CH:18]=1. The yield is 0.380.